This data is from Forward reaction prediction with 1.9M reactions from USPTO patents (1976-2016). The task is: Predict the product of the given reaction. (1) Given the reactants [CH2:1]([O:3][C:4](=[O:40])[CH2:5][O:6][C:7]1[C:12]([CH3:13])=[CH:11][C:10]([N:14](C(OC(C)(C)C)=O)[CH2:15][C:16]2[S:20][C:19]([C:21]3[CH:26]=[CH:25][C:24]([C:27]([F:30])([F:29])[F:28])=[CH:23][CH:22]=3)=[N:18][C:17]=2[CH3:31])=[CH:9][C:8]=1[CH3:39])[CH3:2].C(O)(C(F)(F)F)=O, predict the reaction product. The product is: [CH2:1]([O:3][C:4](=[O:40])[CH2:5][O:6][C:7]1[C:12]([CH3:13])=[CH:11][C:10]([NH:14][CH2:15][C:16]2[S:20][C:19]([C:21]3[CH:22]=[CH:23][C:24]([C:27]([F:29])([F:28])[F:30])=[CH:25][CH:26]=3)=[N:18][C:17]=2[CH3:31])=[CH:9][C:8]=1[CH3:39])[CH3:2]. (2) The product is: [CH3:11][O:10][C:8]([C:4]12[CH2:7][C:1]([C:12]([OH:14])=[O:13])([CH2:6][CH2:5]1)[CH2:2][CH2:3]2)=[O:9]. Given the reactants [C:1]12([C:12]([O:14]C)=[O:13])[CH2:7][C:4]([C:8]([O:10][CH3:11])=[O:9])([CH2:5][CH2:6]1)[CH2:3][CH2:2]2.[OH-].[K+].O, predict the reaction product. (3) Given the reactants [OH:1][NH:2][C:3]([C:5]1[C:10]([CH3:11])=[CH:9][CH:8]=[CH:7][N:6]=1)=[NH:4].[Br:12][C:13]1[CH:21]=[C:17]([C:18](O)=O)[C:16]([OH:22])=[C:15]([O:23][CH3:24])[CH:14]=1, predict the reaction product. The product is: [Br:12][C:13]1[CH:21]=[C:17]([C:18]2[O:1][N:2]=[C:3]([C:5]3[C:10]([CH3:11])=[CH:9][CH:8]=[CH:7][N:6]=3)[N:4]=2)[C:16]([OH:22])=[C:15]([O:23][CH3:24])[CH:14]=1. (4) Given the reactants Cl.[NH:2]1[CH2:6][CH2:5][C@@H:4]([OH:7])[CH2:3]1.CC(C)([O-])C.[Na+].[F:14][C:15]1[CH:16]=[C:17](Br)[CH:18]=[CH:19][CH:20]=1.C1(P(C2C=CC=CC=2)C2C=CC3C(=CC=CC=3)C=2C2C3C(=CC=CC=3)C=CC=2P(C2C=CC=CC=2)C2C=CC=CC=2)C=CC=CC=1, predict the reaction product. The product is: [F:14][C:15]1[CH:20]=[C:19]([N:2]2[CH2:6][CH2:5][CH:4]([OH:7])[CH2:3]2)[CH:18]=[CH:17][CH:16]=1. (5) Given the reactants [Br:1][C:2]1[C:11]2[CH2:10][CH2:9][CH2:8][CH2:7][C:6]=2[C:5]([OH:12])=[CH:4][CH:3]=1.Cl.[CH3:14][N:15]([CH3:19])[CH2:16][CH2:17]Cl.C(=O)([O-])[O-].[K+].[K+].[Cl-], predict the reaction product. The product is: [Br:1][C:2]1[C:11]2[CH2:10][CH2:9][CH2:8][CH2:7][C:6]=2[C:5]([O:12][CH2:17][CH2:16][N:15]([CH3:19])[CH3:14])=[CH:4][CH:3]=1.